From a dataset of Reaction yield outcomes from USPTO patents with 853,638 reactions. Predict the reaction yield, written as a fraction of the theoretical maximum amount of product (1.0 means a 100% yield; for example, 0.34 means a 34% yield). The reactants are C(O[C:9](=[O:47])[C@@H:10]([NH:29][C:30]([O:32][CH2:33][CH:34]1[C:46]2[CH:45]=[CH:44][CH:43]=[CH:42][C:41]=2[C:40]2[C:35]1=[CH:36][CH:37]=[CH:38][CH:39]=2)=[O:31])[CH2:11][CH2:12][NH:13][C@@H:14]([CH2:19][C:20]1[C:28]2[C:23](=[CH:24][CH:25]=[CH:26][CH:27]=2)[NH:22][CH:21]=1)[C:15]([O:17][CH3:18])=[O:16])C1C=CC=CC=1. The catalyst is C1(C)C=CC=CC=1. The product is [CH3:18][O:17][C:15](=[O:16])[C@@H:14]([N:13]1[CH2:12][CH2:11][C@H:10]([NH:29][C:30]([O:32][CH2:33][CH:34]2[C:46]3[CH:45]=[CH:44][CH:43]=[CH:42][C:41]=3[C:40]3[C:35]2=[CH:36][CH:37]=[CH:38][CH:39]=3)=[O:31])[C:9]1=[O:47])[CH2:19][C:20]1[C:28]2[C:23](=[CH:24][CH:25]=[CH:26][CH:27]=2)[NH:22][CH:21]=1. The yield is 0.630.